Dataset: Forward reaction prediction with 1.9M reactions from USPTO patents (1976-2016). Task: Predict the product of the given reaction. (1) Given the reactants [CH3:1][N:2]([CH3:34])[C:3]1[CH:4]=[C:5]2[C:10](=[CH:11][CH:12]=1)[N:9]([C:13]1[C:14]([C:27]3[CH:32]=[CH:31][C:30]([F:33])=[CH:29][CH:28]=3)=[N:15][C:16]3[C:21]([N:22]=1)=[CH:20][C:19]([C:23]([O:25]C)=[O:24])=[CH:18][CH:17]=3)[CH2:8][CH2:7][CH2:6]2.[OH-].[Na+].CC(O)=O, predict the reaction product. The product is: [CH3:1][N:2]([CH3:34])[C:3]1[CH:4]=[C:5]2[C:10](=[CH:11][CH:12]=1)[N:9]([C:13]1[C:14]([C:27]3[CH:28]=[CH:29][C:30]([F:33])=[CH:31][CH:32]=3)=[N:15][C:16]3[C:21]([N:22]=1)=[CH:20][C:19]([C:23]([OH:25])=[O:24])=[CH:18][CH:17]=3)[CH2:8][CH2:7][CH2:6]2. (2) Given the reactants Br[C:2]1[S:6][C:5]([C:7]2[CH:12]=[CH:11][C:10]([Cl:13])=[CH:9][CH:8]=2)=[N:4][C:3]=1[CH2:14][OH:15].[CH3:16]B(O)O.C([O-])([O-])=O.[K+].[K+], predict the reaction product. The product is: [Cl:13][C:10]1[CH:11]=[CH:12][C:7]([C:5]2[S:6][C:2]([CH3:16])=[C:3]([CH2:14][OH:15])[N:4]=2)=[CH:8][CH:9]=1. (3) Given the reactants [ClH:1].[Br:2][C:3]1[C:13]2[S:12][CH2:11][C@H:10]([NH:14]C(=O)OC(C)(C)C)[C:9](=[O:22])[NH:8][C:7]=2[CH:6]=[CH:5][CH:4]=1, predict the reaction product. The product is: [ClH:1].[NH2:14][C@@H:10]1[C:9](=[O:22])[NH:8][C:7]2[CH:6]=[CH:5][CH:4]=[C:3]([Br:2])[C:13]=2[S:12][CH2:11]1. (4) Given the reactants Cl[C:2]1[O:3][CH:4]=[C:5]([C:7]([O:9][CH2:10][CH3:11])=[O:8])[N:6]=1.[OH:12][CH2:13][C:14]1[CH:19]=[CH:18][C:17](B(O)O)=[CH:16][CH:15]=1.C([O-])([O-])=O.[K+].[K+], predict the reaction product. The product is: [OH:12][CH2:13][C:14]1[CH:19]=[CH:18][C:17]([C:2]2[O:3][CH:4]=[C:5]([C:7]([O:9][CH2:10][CH3:11])=[O:8])[N:6]=2)=[CH:16][CH:15]=1.